This data is from Full USPTO retrosynthesis dataset with 1.9M reactions from patents (1976-2016). The task is: Predict the reactants needed to synthesize the given product. (1) Given the product [CH3:55][N:56]([CH3:58])/[CH:57]=[N:51]/[NH:50][C:48](=[O:49])[CH2:47][C@H:16]1[CH2:15][C@H:14]([C:11]2[CH:10]=[CH:9][C:8]([CH2:7][O:6][CH2:5][C@@H:4]([CH3:52])[CH2:3][O:2][CH3:1])=[CH:13][CH:12]=2)[C@@H:19]([O:20][CH2:21][C:22]2[CH:23]=[CH:24][C:25]3[O:30][CH2:29][CH2:28][N:27]([CH2:31][CH2:32][CH2:33][O:34][CH3:35])[C:26]=3[CH:36]=2)[CH2:18][N:17]1[S:37]([C:40]1[CH:41]=[CH:42][C:43]([CH3:46])=[CH:44][CH:45]=1)(=[O:38])=[O:39], predict the reactants needed to synthesize it. The reactants are: [CH3:1][O:2][CH2:3][C@H:4]([CH3:52])[CH2:5][O:6][CH2:7][C:8]1[CH:13]=[CH:12][C:11]([C@@H:14]2[C@@H:19]([O:20][CH2:21][C:22]3[CH:23]=[CH:24][C:25]4[O:30][CH2:29][CH2:28][N:27]([CH2:31][CH2:32][CH2:33][O:34][CH3:35])[C:26]=4[CH:36]=3)[CH2:18][N:17]([S:37]([C:40]3[CH:45]=[CH:44][C:43]([CH3:46])=[CH:42][CH:41]=3)(=[O:39])=[O:38])[C@@H:16]([CH2:47][C:48]([NH:50][NH2:51])=[O:49])[CH2:15]2)=[CH:10][CH:9]=1.CO[CH:55](OC)[N:56]([CH3:58])[CH3:57]. (2) Given the product [C:1]1([CH3:13])[CH:6]=[C:5]([CH3:7])[CH:4]=[C:3]([CH3:8])[C:2]=1[S:9]([C:15]1[C:16]([CH3:21])=[CH:17][C:18]([CH3:20])=[CH:19][C:14]=1[CH3:22])(=[O:11])=[O:10], predict the reactants needed to synthesize it. The reactants are: [C:1]1([CH3:13])[CH:6]=[C:5]([CH3:7])[CH:4]=[C:3]([CH3:8])[C:2]=1[S:9](Cl)(=[O:11])=[O:10].[C:14]1([CH3:22])[CH:19]=[C:18]([CH3:20])[CH:17]=[C:16]([CH3:21])[CH:15]=1.[Al+3].[Cl-].[Cl-].[Cl-]. (3) Given the product [C:41]([O:99][C@@H:98]1[C@@H:97]([O:100][C:25](=[O:28])[CH2:24][CH2:23][CH3:22])[C@H:96]([CH3:101])[O:95][C@@H:87]([Br:113])[C@@H:86]1[O:85][CH2:78][C:79]1[CH:80]=[CH:81][CH:82]=[CH:83][CH:84]=1)(=[O:70])[CH2:40][CH2:39][CH3:38], predict the reactants needed to synthesize it. The reactants are: C[C@@H]1O[C@@H](OC2C(=O)[C:24]3[C:23](O)=[CH:22]C(O)=C[C:25]=3[O:28]C=2[C:22]2[CH:23]=[CH:24][C:25]([OH:28])=CC=2)[C@H](O)[C@H](OC(C)=O)[C@H]1OC(C)=O.[CH3:38][C@@H:39]1O[C@@H](OC2C(=O)C3C(=CC(O)=CC=3O)OC=2C2C=CC(O)=CC=2)[C@H](OC(C)=O)[C@H:41]([O:70]C(C)=O)[C@H:40]1OC(C)=O.[CH2:78]([O:85][C@@H:86]1[C@H:98]([OH:99])[C@@H:97]([OH:100])[C@H:96]([CH3:101])[O:95][C@H:87]1SC1C=CC=CC=1)[C:79]1[CH:84]=[CH:83][CH:82]=[CH:81][CH:80]=1.C(OC(=O)CCC)(=O)CCC.[Br:113]Br. (4) Given the product [Cl:1][C:2]1[CH:3]=[C:4]([NH2:19])[C:5]2[CH:6]=[CH:7][N:8]([CH2:11][O:12][CH2:13][CH2:14][Si:15]([CH3:17])([CH3:16])[CH3:18])[C:9]=2[CH:10]=1, predict the reactants needed to synthesize it. The reactants are: [Cl:1][C:2]1[CH:10]=[C:9]2[C:5]([CH:6]=[CH:7][N:8]2[CH2:11][O:12][CH2:13][CH2:14][Si:15]([CH3:18])([CH3:17])[CH3:16])=[C:4]([N+:19]([O-])=O)[CH:3]=1. (5) The reactants are: C(OC([NH:8][N:9]=[C:10]([C:19]1[C:20](OC2C=CC(F)=CC=2F)=[N:21][C:22]([O:25][C:26]2[CH:31]=[CH:30][C:29]([F:32])=[CH:28][C:27]=2[F:33])=[N:23][CH:24]=1)[NH:11][C@H:12]([CH3:18])[CH2:13][S:14]([CH3:17])(=[O:16])=[O:15])=O)(C)(C)C.C(=O)(O)[O-].[Na+]. Given the product [F:33][C:27]1[CH:28]=[C:29]([F:32])[CH:30]=[CH:31][C:26]=1[O:25][C:22]1[N:21]=[C:20]2[NH:8][N:9]=[C:10]([NH:11][C@H:12]([CH3:18])[CH2:13][S:14]([CH3:17])(=[O:15])=[O:16])[C:19]2=[CH:24][N:23]=1, predict the reactants needed to synthesize it. (6) The reactants are: [F:1][C:2]1[CH:3]=[C:4]([CH:27]2[CH2:32][CH2:31][O:30][CH2:29][CH2:28]2)[C:5]([O:8][CH:9]2[CH2:12][CH:11]([C:13]([C:15]3[N:19](COC)[C:18]4[CH:23]=[CH:24][CH:25]=[CH:26][C:17]=4[N:16]=3)=[O:14])[CH2:10]2)=[N:6][CH:7]=1.Cl. Given the product [NH:16]1[C:17]2[CH:26]=[CH:25][CH:24]=[CH:23][C:18]=2[N:19]=[C:15]1[C:13]([C@H:11]1[CH2:10][C@@H:9]([O:8][C:5]2[C:4]([CH:27]3[CH2:32][CH2:31][O:30][CH2:29][CH2:28]3)=[CH:3][C:2]([F:1])=[CH:7][N:6]=2)[CH2:12]1)=[O:14].[NH:16]1[C:17]2[CH:26]=[CH:25][CH:24]=[CH:23][C:18]=2[N:19]=[C:15]1[C:13]([C@H:11]1[CH2:10][C@H:9]([O:8][C:5]2[C:4]([CH:27]3[CH2:32][CH2:31][O:30][CH2:29][CH2:28]3)=[CH:3][C:2]([F:1])=[CH:7][N:6]=2)[CH2:12]1)=[O:14], predict the reactants needed to synthesize it.